From a dataset of Forward reaction prediction with 1.9M reactions from USPTO patents (1976-2016). Predict the product of the given reaction. Given the reactants Cl[C:2]1[N:11]=[C:10]([NH:12][CH2:13][CH:14]([C:21]2[CH:26]=[CH:25][N:24]=[CH:23][CH:22]=2)[C:15]2[CH:20]=[CH:19][N:18]=[CH:17][CH:16]=2)[C:9]2[C:4](=[CH:5][CH:6]=[CH:7][CH:8]=2)[N:3]=1.[N:27]1[CH:28]=[CH:29][N:30]2[CH:35]=[C:34](B(O)O)[CH:33]=[CH:32][C:31]=12.C(NC1C2C(=CC=CC=2)N=C(C2SC3C=CC=CC=3C=2)N=1)(C1C=CC=CC=1)C1C=CC=CC=1, predict the reaction product. The product is: [N:18]1[CH:19]=[CH:20][C:15]([CH:14]([C:21]2[CH:26]=[CH:25][N:24]=[CH:23][CH:22]=2)[CH2:13][NH:12][C:10]2[C:9]3[C:4](=[CH:5][CH:6]=[CH:7][CH:8]=3)[N:3]=[C:2]([C:34]3[CH:33]=[CH:32][C:31]4[N:30]([CH:29]=[CH:28][N:27]=4)[CH:35]=3)[N:11]=2)=[CH:16][CH:17]=1.